This data is from TCR-epitope binding with 47,182 pairs between 192 epitopes and 23,139 TCRs. The task is: Binary Classification. Given a T-cell receptor sequence (or CDR3 region) and an epitope sequence, predict whether binding occurs between them. The epitope is GTHWFVTQR. The TCR CDR3 sequence is CASSQDPHGPTRKNIQYF. Result: 1 (the TCR binds to the epitope).